This data is from Catalyst prediction with 721,799 reactions and 888 catalyst types from USPTO. The task is: Predict which catalyst facilitates the given reaction. (1) Reactant: [N:1]12[CH2:8][CH2:7][C:4]([C:9]([C:17]3[CH:22]=[CH:21][CH:20]=[CH:19][CH:18]=3)([C:11]3[CH:16]=[CH:15][CH:14]=[CH:13][CH:12]=3)[OH:10])([CH2:5][CH2:6]1)[CH2:3][CH2:2]2.[Br:23][CH2:24][CH2:25][O:26][CH2:27][CH2:28][O:29][CH3:30]. Product: [Br-:23].[OH:10][C:9]([C:17]1[CH:22]=[CH:21][CH:20]=[CH:19][CH:18]=1)([C:11]1[CH:12]=[CH:13][CH:14]=[CH:15][CH:16]=1)[C:4]12[CH2:5][CH2:6][N+:1]([CH2:24][CH2:25][O:26][CH2:27][CH2:28][O:29][CH3:30])([CH2:2][CH2:3]1)[CH2:8][CH2:7]2. The catalyst class is: 23. (2) Reactant: F[C:2]1[CH:10]=[N:9][CH:8]=[C:7]([NH:11][C:12]2[CH:17]=[CH:16][C:15]([I:18])=[CH:14][C:13]=2[F:19])[C:3]=1[C:4]([NH2:6])=[O:5].[OH:20][C:21]1[CH:22]=[C:23]([NH:27][C:28](=[O:34])[O:29][C:30]([CH3:33])([CH3:32])[CH3:31])[CH:24]=[CH:25][CH:26]=1.C(=O)([O-])[O-].[Cs+].[Cs+]. Product: [C:4]([C:3]1[C:7]([NH:11][C:12]2[CH:17]=[CH:16][C:15]([I:18])=[CH:14][C:13]=2[F:19])=[CH:8][N:9]=[CH:10][C:2]=1[O:20][C:21]1[CH:22]=[C:23]([NH:27][C:28](=[O:34])[O:29][C:30]([CH3:32])([CH3:31])[CH3:33])[CH:24]=[CH:25][CH:26]=1)(=[O:5])[NH2:6]. The catalyst class is: 3. (3) Reactant: Cl[C:2]1[C:11]([CH3:12])=[C:10]([Cl:13])[C:9]2[C:4](=[N:5][CH:6]=[CH:7][CH:8]=2)[N:3]=1.[F:14][C:15]1[CH:16]=[C:17](B(O)O)[CH:18]=[N:19][CH:20]=1.C(=O)([O-])[O-].[Na+].[Na+]. Product: [Cl:13][C:10]1[C:9]2[C:4](=[N:5][CH:6]=[CH:7][CH:8]=2)[N:3]=[C:2]([C:17]2[CH:18]=[N:19][CH:20]=[C:15]([F:14])[CH:16]=2)[C:11]=1[CH3:12]. The catalyst class is: 73. (4) Reactant: [Cl:1][C:2]1[CH:7]=[CH:6][CH:5]=[CH:4][C:3]=1[CH:8]([C:10]1[C:11](F)=[N:12][CH:13]=[CH:14][CH:15]=1)[OH:9].[Br-].[K+].Cl[O-].[Na+].C(=O)(O)[O-].[Na+].[C:27]([C:30]1[CH:35]=[CH:34][N:33]=[CH:32][CH:31]=1)(=[O:29])[CH3:28].[OH-].[Li+].[Cl-].[Na+].P(=O)(O)(O)O.C(=O)([O-])[O-].[K+].[K+]. Product: [Cl:1][C:2]1[CH:7]=[CH:6][CH:5]=[CH:4][C:3]=1[C:8]([C:10]1[C:11]([CH:28]=[C:27]([OH:29])[C:30]2[CH:35]=[CH:34][N:33]=[CH:32][CH:31]=2)=[N:12][CH:13]=[CH:14][CH:15]=1)=[O:9]. The catalyst class is: 46. (5) Product: [Si:45]([O:62][CH2:63][C@@H:64]1[CH2:68][C@H:67]([N:41]2[C:37]3[N:38]=[CH:39][N:40]=[C:35]([Cl:34])[C:36]=3[C:43]([I:44])=[CH:42]2)[CH2:66][N:65]1[C:70]([O:72][C:73]([CH3:76])([CH3:75])[CH3:74])=[O:71])([C:58]([CH3:60])([CH3:61])[CH3:59])([C:52]1[CH:57]=[CH:56][CH:55]=[CH:54][CH:53]=1)[C:46]1[CH:51]=[CH:50][CH:49]=[CH:48][CH:47]=1. The catalyst class is: 299. Reactant: C1(P(C2C=CC=CC=2)C2C=CC=CC=2)C=CC=CC=1.CC(OC(/N=N/C(OC(C)C)=O)=O)C.[Cl:34][C:35]1[C:36]2[C:43]([I:44])=[CH:42][NH:41][C:37]=2[N:38]=[CH:39][N:40]=1.[Si:45]([O:62][CH2:63][C@@H:64]1[CH2:68][C@@H:67](O)[CH2:66][N:65]1[C:70]([O:72][C:73]([CH3:76])([CH3:75])[CH3:74])=[O:71])([C:58]([CH3:61])([CH3:60])[CH3:59])([C:52]1[CH:57]=[CH:56][CH:55]=[CH:54][CH:53]=1)[C:46]1[CH:51]=[CH:50][CH:49]=[CH:48][CH:47]=1. (6) Reactant: [CH3:1][N:2]1[C:7](=[O:8])[CH:6]([C:9]2[CH:16]=[CH:15][C:12]([C:13]#[N:14])=[CH:11][CH:10]=2)[N:5]2[CH:17]=[N:18][CH:19]=[C:4]2[CH2:3]1.O(CC)CC.[ClH:25]. Product: [ClH:25].[CH3:1][N:2]1[C:7](=[O:8])[CH:6]([C:9]2[CH:16]=[CH:15][C:12]([C:13]#[N:14])=[CH:11][CH:10]=2)[N:5]2[CH:17]=[N:18][CH:19]=[C:4]2[CH2:3]1. The catalyst class is: 21. (7) The catalyst class is: 2. Reactant: [Cl:1][C:2]1[CH:3]=[C:4]([CH:8]2[C:12]([C:15]3[CH:20]=[CH:19][C:18]([Cl:21])=[CH:17][CH:16]=3)([C:13]#[N:14])[CH:11]([CH2:22][C:23]([CH3:26])([CH3:25])[CH3:24])[NH:10][CH:9]2[C:27]([OH:29])=O)[CH:5]=[CH:6][CH:7]=1.[NH:30]1[CH2:34][CH2:33][CH2:32][C@H:31]1[CH2:35][OH:36].CN(C(ON1N=NC2C=CC=NC1=2)=[N+](C)C)C.F[P-](F)(F)(F)(F)F.CCN(C(C)C)C(C)C. Product: [Cl:1][C:2]1[CH:3]=[C:4]([C@@H:8]2[C@@H:9]([C:27]([N:30]3[CH2:34][CH2:33][CH2:32][C@H:31]3[CH2:35][OH:36])=[O:29])[NH:10][C@H:11]([CH2:22][C:23]([CH3:26])([CH3:24])[CH3:25])[C@:12]2([C:15]2[CH:16]=[CH:17][C:18]([Cl:21])=[CH:19][CH:20]=2)[C:13]#[N:14])[CH:5]=[CH:6][CH:7]=1.